From a dataset of Full USPTO retrosynthesis dataset with 1.9M reactions from patents (1976-2016). Predict the reactants needed to synthesize the given product. (1) Given the product [C:18]([NH:22][C:11]([CH2:10][CH2:9][C:6]1[CH:5]=[CH:4][C:3]([C:1]#[N:2])=[CH:8][CH:7]=1)=[O:13])([CH3:21])([CH3:20])[CH3:19], predict the reactants needed to synthesize it. The reactants are: [C:1]([C:3]1[CH:8]=[CH:7][C:6]([CH2:9][CH2:10][C:11]([OH:13])=O)=[CH:5][CH:4]=1)#[N:2].S(Cl)(Cl)=O.[C:18]([NH2:22])([CH3:21])([CH3:20])[CH3:19].C(N(CC)CC)C. (2) Given the product [OH:1][C:2]1[CH:7]=[C:6]([OH:8])[CH:5]=[CH:4][C:3]=1[C@@H:9]1[CH2:10][CH2:11][C@H:12]([CH2:15][C:16]([OH:18])=[O:17])[CH2:13][CH2:14]1, predict the reactants needed to synthesize it. The reactants are: [OH:1][C:2]1[CH:7]=[C:6]([OH:8])[CH:5]=[CH:4][C:3]=1[C@@H:9]1[CH2:14][CH2:13][C@H:12]([CH2:15][C:16]([O:18]C)=[O:17])[CH2:11][CH2:10]1.[OH-].[Na+].Cl. (3) Given the product [N:3]([CH2:6][C:7]1[CH:8]=[C:9]([CH:14]=[CH:15][CH:16]=1)[C:10]([OH:12])=[O:11])=[N+:4]=[N-:5], predict the reactants needed to synthesize it. The reactants are: [OH-].[Li+].[N:3]([CH2:6][C:7]1[CH:8]=[C:9]([CH:14]=[CH:15][CH:16]=1)[C:10]([O:12]C)=[O:11])=[N+:4]=[N-:5].[OH-].[Na+]. (4) The reactants are: Cl.[CH3:2][N:3]1[CH2:8][CH2:7][N:6]([C:9]2[CH:16]=[CH:15][CH:14]=[CH:13][C:10]=2C#N)[CH2:5][CH2:4]1.[NH4+].[OH-].C[Mg]Br.C([O:24][CH2:25][CH3:26])C.Cl. Given the product [CH3:2][N:3]1[CH2:8][CH2:7][N:6]([C:9]2[CH:10]=[CH:13][CH:14]=[CH:15][C:16]=2[C:25](=[O:24])[CH3:26])[CH2:5][CH2:4]1, predict the reactants needed to synthesize it.